Predict the reactants needed to synthesize the given product. From a dataset of Full USPTO retrosynthesis dataset with 1.9M reactions from patents (1976-2016). (1) Given the product [CH:1]([C:4]1[CH:5]=[CH:6][C:7]([C:10]2[C:15]([CH:16]([CH2:21][CH2:22][CH3:23])[C:17]([OH:19])=[O:18])=[C:14]([CH3:24])[N:13]=[C:12]([C:25]3[CH:26]=[CH:27][CH:28]=[CH:29][CH:30]=3)[N:11]=2)=[CH:8][CH:9]=1)([CH3:2])[CH3:3], predict the reactants needed to synthesize it. The reactants are: [CH:1]([C:4]1[CH:9]=[CH:8][C:7]([C:10]2[C:15]([CH:16]([CH2:21][CH2:22][CH3:23])[C:17]([O:19]C)=[O:18])=[C:14]([CH3:24])[N:13]=[C:12]([C:25]3[CH:30]=[CH:29][CH:28]=[CH:27][CH:26]=3)[N:11]=2)=[CH:6][CH:5]=1)([CH3:3])[CH3:2].[OH-].[Na+]. (2) Given the product [CH2:14]([C@H:16]1[C@@:20]([CH2:5][CH3:6])([OH:21])[CH2:19][CH2:18][N:17]1[C:22]([O:24][CH2:25][C:26]1[CH:31]=[CH:30][CH:29]=[CH:28][CH:27]=1)=[O:23])[CH3:15], predict the reactants needed to synthesize it. The reactants are: [Cl-].[Ce+3].[Cl-].[Cl-].[CH2:5]([Mg]Br)[CH3:6].C(OCC)C.[CH2:14]([C@H:16]1[C:20](=[O:21])[CH2:19][CH2:18][N:17]1[C:22]([O:24][CH2:25][C:26]1[CH:31]=[CH:30][CH:29]=[CH:28][CH:27]=1)=[O:23])[CH3:15]. (3) Given the product [Br:1][C:2]1[CH:7]=[CH:6][C:5]([CH2:8][C:10]2[CH:15]=[CH:14][C:13]([O:16][CH2:17][CH2:25][OH:26])=[N:12][CH:11]=2)=[CH:4][CH:3]=1, predict the reactants needed to synthesize it. The reactants are: [Br:1][C:2]1[CH:7]=[CH:6][C:5]([C:8]([C:10]2[CH:11]=[N:12][C:13]([O:16][CH3:17])=[CH:14][CH:15]=2)=O)=[CH:4][CH:3]=1.O.NN.[OH-].[K+].O.C(O)[CH2:25][OH:26]. (4) The reactants are: [CH3:1][C:2]1[N:3]([C:13]2[CH:18]=[CH:17][CH:16]=[C:15]([C:19]([F:22])([F:21])[F:20])[CH:14]=2)[C:4](=[O:12])[C:5]([C:8]([O:10][CH3:11])=[O:9])=[N:6][CH:7]=1.[Br:23]N1C(=O)CCC1=O.O. Given the product [Br:23][C:7]1[N:6]=[C:5]([C:8]([O:10][CH3:11])=[O:9])[C:4](=[O:12])[N:3]([C:13]2[CH:18]=[CH:17][CH:16]=[C:15]([C:19]([F:22])([F:20])[F:21])[CH:14]=2)[C:2]=1[CH3:1], predict the reactants needed to synthesize it.